This data is from NCI-60 drug combinations with 297,098 pairs across 59 cell lines. The task is: Regression. Given two drug SMILES strings and cell line genomic features, predict the synergy score measuring deviation from expected non-interaction effect. Drug 1: COC1=C(C=C2C(=C1)N=CN=C2NC3=CC(=C(C=C3)F)Cl)OCCCN4CCOCC4. Drug 2: CNC(=O)C1=NC=CC(=C1)OC2=CC=C(C=C2)NC(=O)NC3=CC(=C(C=C3)Cl)C(F)(F)F. Cell line: HCT116. Synergy scores: CSS=12.9, Synergy_ZIP=-1.51, Synergy_Bliss=0.0793, Synergy_Loewe=-9.93, Synergy_HSA=1.90.